This data is from NCI-60 drug combinations with 297,098 pairs across 59 cell lines. The task is: Regression. Given two drug SMILES strings and cell line genomic features, predict the synergy score measuring deviation from expected non-interaction effect. (1) Drug 1: CN1CCC(CC1)COC2=C(C=C3C(=C2)N=CN=C3NC4=C(C=C(C=C4)Br)F)OC. Drug 2: CC(C)(C#N)C1=CC(=CC(=C1)CN2C=NC=N2)C(C)(C)C#N. Cell line: SN12C. Synergy scores: CSS=8.75, Synergy_ZIP=-4.81, Synergy_Bliss=-1.76, Synergy_Loewe=-1.72, Synergy_HSA=-0.736. (2) Drug 1: COC1=NC(=NC2=C1N=CN2C3C(C(C(O3)CO)O)O)N. Drug 2: C1=NNC2=C1C(=O)NC=N2. Cell line: SK-MEL-2. Synergy scores: CSS=10.5, Synergy_ZIP=-9.95, Synergy_Bliss=-16.2, Synergy_Loewe=-7.57, Synergy_HSA=-6.66. (3) Drug 1: CCC1=C2CN3C(=CC4=C(C3=O)COC(=O)C4(CC)O)C2=NC5=C1C=C(C=C5)O. Drug 2: C1CNP(=O)(OC1)N(CCCl)CCCl. Cell line: DU-145. Synergy scores: CSS=46.7, Synergy_ZIP=3.19, Synergy_Bliss=3.40, Synergy_Loewe=-48.2, Synergy_HSA=-1.06. (4) Drug 1: CC1=C(N=C(N=C1N)C(CC(=O)N)NCC(C(=O)N)N)C(=O)NC(C(C2=CN=CN2)OC3C(C(C(C(O3)CO)O)O)OC4C(C(C(C(O4)CO)O)OC(=O)N)O)C(=O)NC(C)C(C(C)C(=O)NC(C(C)O)C(=O)NCCC5=NC(=CS5)C6=NC(=CS6)C(=O)NCCC[S+](C)C)O. Drug 2: C1CN(P(=O)(OC1)NCCCl)CCCl. Cell line: K-562. Synergy scores: CSS=11.8, Synergy_ZIP=-1.21, Synergy_Bliss=0.0273, Synergy_Loewe=4.49, Synergy_HSA=-4.82. (5) Drug 1: CCC1=CC2CC(C3=C(CN(C2)C1)C4=CC=CC=C4N3)(C5=C(C=C6C(=C5)C78CCN9C7C(C=CC9)(C(C(C8N6C)(C(=O)OC)O)OC(=O)C)CC)OC)C(=O)OC.C(C(C(=O)O)O)(C(=O)O)O. Drug 2: CC12CCC3C(C1CCC2OP(=O)(O)O)CCC4=C3C=CC(=C4)OC(=O)N(CCCl)CCCl.[Na+]. Cell line: MCF7. Synergy scores: CSS=39.6, Synergy_ZIP=4.68, Synergy_Bliss=2.60, Synergy_Loewe=-41.4, Synergy_HSA=-3.34. (6) Drug 2: CC1C(C(CC(O1)OC2CC(CC3=C2C(=C4C(=C3O)C(=O)C5=C(C4=O)C(=CC=C5)OC)O)(C(=O)CO)O)N)O.Cl. Drug 1: C1=CC(=CC=C1CC(C(=O)O)N)N(CCCl)CCCl.Cl. Cell line: BT-549. Synergy scores: CSS=52.3, Synergy_ZIP=-2.76, Synergy_Bliss=-1.07, Synergy_Loewe=-18.6, Synergy_HSA=-0.267. (7) Drug 1: CC(CN1CC(=O)NC(=O)C1)N2CC(=O)NC(=O)C2. Drug 2: CN1C2=C(C=C(C=C2)N(CCCl)CCCl)N=C1CCCC(=O)O.Cl. Cell line: CCRF-CEM. Synergy scores: CSS=71.2, Synergy_ZIP=-3.24, Synergy_Bliss=1.39, Synergy_Loewe=-1.49, Synergy_HSA=1.32. (8) Drug 1: C1=CC(=CC=C1C#N)C(C2=CC=C(C=C2)C#N)N3C=NC=N3. Drug 2: CCC1=C2CN3C(=CC4=C(C3=O)COC(=O)C4(CC)O)C2=NC5=C1C=C(C=C5)O. Cell line: K-562. Synergy scores: CSS=18.9, Synergy_ZIP=4.35, Synergy_Bliss=2.51, Synergy_Loewe=-38.1, Synergy_HSA=-5.25. (9) Drug 1: CC1C(C(CC(O1)OC2CC(OC(C2O)C)OC3=CC4=CC5=C(C(=O)C(C(C5)C(C(=O)C(C(C)O)O)OC)OC6CC(C(C(O6)C)O)OC7CC(C(C(O7)C)O)OC8CC(C(C(O8)C)O)(C)O)C(=C4C(=C3C)O)O)O)O. Cell line: 786-0. Drug 2: C1=CC=C(C(=C1)C(C2=CC=C(C=C2)Cl)C(Cl)Cl)Cl. Synergy scores: CSS=16.3, Synergy_ZIP=0.536, Synergy_Bliss=-0.0389, Synergy_Loewe=-38.1, Synergy_HSA=-0.310. (10) Drug 2: CN(CC1=CN=C2C(=N1)C(=NC(=N2)N)N)C3=CC=C(C=C3)C(=O)NC(CCC(=O)O)C(=O)O. Cell line: COLO 205. Drug 1: C1=CC(=C2C(=C1NCCNCCO)C(=O)C3=C(C=CC(=C3C2=O)O)O)NCCNCCO. Synergy scores: CSS=66.0, Synergy_ZIP=3.39, Synergy_Bliss=2.90, Synergy_Loewe=1.28, Synergy_HSA=7.77.